The task is: Predict the reactants needed to synthesize the given product.. This data is from Full USPTO retrosynthesis dataset with 1.9M reactions from patents (1976-2016). Given the product [CH2:15]([O:14][C:8]1[CH:7]=[C:6]2[C:11]([C:2]([O:22][C:23]3[CH:24]=[C:25]4[C:30](=[CH:31][CH:32]=3)[C:29]([C:33]([OH:35])=[O:34])=[CH:28][CH:27]=[CH:26]4)=[CH:3][CH:4]=[N:5]2)=[CH:10][C:9]=1[O:12][CH3:13])[C:16]1[CH:21]=[CH:20][CH:19]=[CH:18][CH:17]=1, predict the reactants needed to synthesize it. The reactants are: Cl[C:2]1[C:11]2[C:6](=[CH:7][C:8]([O:14][CH2:15][C:16]3[CH:21]=[CH:20][CH:19]=[CH:18][CH:17]=3)=[C:9]([O:12][CH3:13])[CH:10]=2)[N:5]=[CH:4][CH:3]=1.[OH:22][C:23]1[CH:24]=[C:25]2[C:30](=[CH:31][CH:32]=1)[C:29]([C:33]([OH:35])=[O:34])=[CH:28][CH:27]=[CH:26]2.[OH-].[K+].O.